This data is from Catalyst prediction with 721,799 reactions and 888 catalyst types from USPTO. The task is: Predict which catalyst facilitates the given reaction. Reactant: [F:1][C:2]([F:30])([F:29])[C:3]1[CH:4]=[C:5]([CH:26]=[CH:27][CH:28]=1)[CH2:6][NH:7][C:8]([C:10]1[C:11]2[CH:18]=[N:17][N:16]([C:19]3[CH:24]=[CH:23][C:22]([F:25])=[CH:21][CH:20]=3)[C:12]=2[CH:13]=[N:14][CH:15]=1)=[O:9].[I:31][CH3:32]. Product: [I-:31].[F:25][C:22]1[CH:23]=[CH:24][C:19]([N:16]2[C:12]3=[CH:13][N+:14]([CH3:32])=[CH:15][C:10]([C:8](=[O:9])[NH:7][CH2:6][C:5]4[CH:26]=[CH:27][CH:28]=[C:3]([C:2]([F:1])([F:29])[F:30])[CH:4]=4)=[C:11]3[CH:18]=[N:17]2)=[CH:20][CH:21]=1. The catalyst class is: 1.